Dataset: Acute oral toxicity (LD50) regression data from Zhu et al.. Task: Regression/Classification. Given a drug SMILES string, predict its toxicity properties. Task type varies by dataset: regression for continuous values (e.g., LD50, hERG inhibition percentage) or binary classification for toxic/non-toxic outcomes (e.g., AMES mutagenicity, cardiotoxicity, hepatotoxicity). Dataset: ld50_zhu. (1) The compound is CCCCOCCCO. The rat oral LD50 is 1.35, given as -log10 of the dose in mol/kg body weight (higher means more acutely toxic). (2) The compound is CCC=C1OC(=O)c2ccccc21. The rat oral LD50 is 2.02, given as -log10 of the dose in mol/kg body weight (higher means more acutely toxic). (3) The molecule is Cc1n[nH]cc1Cl. The rat oral LD50 is 2.49, given as -log10 of the dose in mol/kg body weight (higher means more acutely toxic). (4) The molecule is COP(=O)(OC)OC(c1ccc(Cl)cc1)P(=O)(OC)OC. The rat oral LD50 is 2.05, given as -log10 of the dose in mol/kg body weight (higher means more acutely toxic). (5) The molecule is NNC(=O)CSc1cc(Oc2ccccc2)ncn1. The rat oral LD50 is 3.10, given as -log10 of the dose in mol/kg body weight (higher means more acutely toxic). (6) The molecule is COc1cc2ccc(=O)oc2cc1OC. The rat oral LD50 is 2.85, given as -log10 of the dose in mol/kg body weight (higher means more acutely toxic).